Dataset: Reaction yield outcomes from USPTO patents with 853,638 reactions. Task: Predict the reaction yield, written as a fraction of the theoretical maximum amount of product (1.0 means a 100% yield; for example, 0.34 means a 34% yield). (1) The reactants are C([Li])CCC.[F:6][C:7]([F:19])([F:18])[C:8]([C:14]([F:17])([F:16])[F:15])([OH:13])[CH2:9][CH2:10][CH2:11][OH:12].[C:20](Cl)(=[O:24])[C:21]([CH3:23])=[CH2:22]. The catalyst is C1COCC1.C(OCC)C. The product is [C:20]([O:12][CH2:11][CH2:10][CH2:9][C:8]([C:14]([F:15])([F:16])[F:17])([OH:13])[C:7]([F:18])([F:19])[F:6])(=[O:24])[C:21]([CH3:23])=[CH2:22]. The yield is 0.790. (2) The reactants are C(NC1C=C([C@@H](O)CNCC2C(C)=CC(NC(CCN3CCC([O:33][C:34](=[O:48])[NH:35][C:36]4[CH:41]=[CH:40][CH:39]=[CH:38][C:37]=4[C:42]4[CH:47]=[CH:46][CH:45]=[CH:44][CH:43]=4)CC3)=O)=C(C)C=2)C=CC=1O)=O.CO. The catalyst is O. The product is [C:37]1([C:42]2[CH:47]=[CH:46][CH:45]=[CH:44][CH:43]=2)[CH:38]=[CH:39][CH:40]=[CH:41][C:36]=1[NH:35][C:34](=[O:33])[OH:48]. The yield is 0.996. (3) The reactants are [Br:1][C:2]1[C:3](=[O:8])[O:4][CH2:5][C:6]=1Br.C([O-])([O-])=O.[Cs+].[Cs+].[NH:15]1[CH2:20][CH2:19][O:18][CH2:17][CH2:16]1. The catalyst is CN(C=O)C. The product is [Br:1][C:2]1[C:3](=[O:8])[O:4][CH2:5][C:6]=1[N:15]1[CH2:20][CH2:19][O:18][CH2:17][CH2:16]1. The yield is 0.850.